Predict the product of the given reaction. From a dataset of Forward reaction prediction with 1.9M reactions from USPTO patents (1976-2016). (1) Given the reactants BrC1C=CC(C(F)(F)[O:9]C)=CC=1.[F:13][C:14]1[N:15]=[CH:16][C:17]2[C:22]([CH:23]=1)=[CH:21][C:20](B(O)O)=[CH:19][CH:18]=2.Br[C:28]1[S:32][C:31]([N:33]([CH2:41][C@@H:42]([NH:55][C:56]([O:58][C:59]([CH3:62])([CH3:61])[CH3:60])=[O:57])[CH2:43][C:44]2[CH:49]=[CH:48][C:47]([C:50](F)(F)[O:51][CH3:52])=[CH:46][CH:45]=2)[C:34](=[O:40])[O:35][C:36]([CH3:39])([CH3:38])[CH3:37])=[N:30][CH:29]=1, predict the reaction product. The product is: [C:59]([O:58][C:56]([NH:55][C@H:42]([CH2:41][N:33]([C:34]([O:35][C:36]([CH3:39])([CH3:38])[CH3:37])=[O:40])[C:31]1[S:32][C:28]([C:20]2[CH:21]=[C:22]3[C:17](=[CH:18][CH:19]=2)[CH:16]=[N:15][C:14]([F:13])=[CH:23]3)=[CH:29][N:30]=1)[CH2:43][C:44]1[CH:49]=[CH:48][C:47]([C:50]([O:51][CH3:52])=[O:9])=[CH:46][CH:45]=1)=[O:57])([CH3:62])([CH3:61])[CH3:60]. (2) The product is: [C:22]([N:26]1[CH2:31][CH2:30][CH:29]([S:32][C:2]2[CH:3]=[CH:4][C:5]3[O:14][CH2:13][CH2:12][N:11]4[CH:10]=[C:9]([C:15]5[CH:16]=[N:17][CH:18]=[CH:19][CH:20]=5)[N:8]=[C:7]4[C:6]=3[CH:21]=2)[CH2:28][CH2:27]1)([CH3:25])([CH3:23])[CH3:24]. Given the reactants Br[C:2]1[CH:3]=[CH:4][C:5]2[O:14][CH2:13][CH2:12][N:11]3[C:7](=[N:8][C:9]([C:15]4[CH:16]=[N:17][CH:18]=[CH:19][CH:20]=4)=[CH:10]3)[C:6]=2[CH:21]=1.[C:22]([N:26]1[CH2:31][CH2:30][CH:29]([SH:32])[CH2:28][CH2:27]1)([CH3:25])([CH3:24])[CH3:23].CC1(C)C2C(=C(P(C3C=CC=CC=3)C3C=CC=CC=3)C=CC=2)OC2C(P(C3C=CC=CC=3)C3C=CC=CC=3)=CC=CC1=2.CCN(C(C)C)C(C)C, predict the reaction product. (3) Given the reactants [CH3:1][O:2][CH2:3][C@H:4]([CH3:45])[O:5][C:6]1[CH:7]=[C:8]([C:23]2[NH:27][C:26]([C:28]3[O:29][C@H:30]([CH2:33][O:34][Si](C(C)C)(C(C)C)C(C)C)[CH2:31][N:32]=3)=[CH:25][CH:24]=2)[CH:9]=[C:10]([O:12][C:13]2[CH:18]=[CH:17][C:16]([S:19]([CH3:22])(=[O:21])=[O:20])=[CH:15][CH:14]=2)[CH:11]=1.[F-].C([N+](CCCC)(CCCC)CCCC)CCC.O, predict the reaction product. The product is: [CH3:1][O:2][CH2:3][C@H:4]([CH3:45])[O:5][C:6]1[CH:7]=[C:8]([C:23]2[NH:27][C:26]([C:28]3[O:29][C@@H:30]([CH2:33][OH:34])[CH2:31][N:32]=3)=[CH:25][CH:24]=2)[CH:9]=[C:10]([O:12][C:13]2[CH:14]=[CH:15][C:16]([S:19]([CH3:22])(=[O:21])=[O:20])=[CH:17][CH:18]=2)[CH:11]=1. (4) Given the reactants C[O:2][C:3](=O)[C:4]1[CH:9]=[C:8]([Br:10])[CH:7]=[CH:6][C:5]=1[CH2:11][Br:12].CC(C[AlH]CC(C)C)C.Cl, predict the reaction product. The product is: [Br:10][C:8]1[CH:7]=[CH:6][C:5]([CH2:11][Br:12])=[C:4]([CH2:3][OH:2])[CH:9]=1. (5) Given the reactants [Cl:1][C:2]1[N:10]=[C:9]2[C:5]([N:6]=[C:7]([CH2:13][N:14]3[CH2:19][CH2:18][CH:17]([N:20]4[CH2:23][C:22](F)(F)[CH2:21]4)[CH2:16][CH2:15]3)[N:8]2[CH2:11][CH3:12])=[C:4]([N:26]2[CH2:31][CH2:30][O:29][CH2:28][CH2:27]2)[N:3]=1.[N:32]1(C2CCNCC2)C=CC=N1, predict the reaction product. The product is: [Cl:1][C:2]1[N:10]=[C:9]2[C:5]([N:6]=[C:7]([CH2:13][N:14]3[CH2:15][CH2:16][CH:17]([N:20]4[CH:21]=[CH:22][CH:23]=[N:32]4)[CH2:18][CH2:19]3)[N:8]2[CH2:11][CH3:12])=[C:4]([N:26]2[CH2:31][CH2:30][O:29][CH2:28][CH2:27]2)[N:3]=1.